This data is from Forward reaction prediction with 1.9M reactions from USPTO patents (1976-2016). The task is: Predict the product of the given reaction. (1) Given the reactants [Cl:1][C:2]1[CH:7]=[N:6][NH:5][C:4](=[O:8])[C:3]=1[NH:9][CH2:10][CH2:11][CH2:12][N:13]([CH2:15][CH2:16][C:17]1[CH:22]=[CH:21][C:20]([O:23][CH3:24])=[C:19]([O:25][CH3:26])[CH:18]=1)[CH3:14].C(O)C.[C:30]([OH:37])(=[O:36])/[CH:31]=[CH:32]/[C:33]([OH:35])=[O:34], predict the reaction product. The product is: [C:30]([OH:37])(=[O:36])/[CH:31]=[CH:32]/[C:33]([OH:35])=[O:34].[Cl:1][C:2]1[CH:7]=[N:6][NH:5][C:4](=[O:8])[C:3]=1[NH:9][CH2:10][CH2:11][CH2:12][N:13]([CH2:15][CH2:16][C:17]1[CH:22]=[CH:21][C:20]([O:23][CH3:24])=[C:19]([O:25][CH3:26])[CH:18]=1)[CH3:14]. (2) Given the reactants [CH2:1]([O:3][C:4](=[O:7])[CH2:5][OH:6])[CH3:2].[H-].[Na+].Br.[Br:11][C:12]1[CH:13]=[C:14]([CH2:19]Br)[C:15]([NH2:18])=[N:16][CH:17]=1.O, predict the reaction product. The product is: [CH2:1]([O:3][C:4](=[O:7])[CH2:5][O:6][CH2:19][C:14]1[C:15]([NH2:18])=[N:16][CH:17]=[C:12]([Br:11])[CH:13]=1)[CH3:2].